Dataset: Forward reaction prediction with 1.9M reactions from USPTO patents (1976-2016). Task: Predict the product of the given reaction. (1) Given the reactants Br[C:2]1[CH:3]=[C:4]([NH2:22])[C:5]([N:9]([CH:14]2[CH2:19][CH2:18][C:17]([F:21])([F:20])[CH2:16][CH2:15]2)[CH2:10][CH:11]([CH3:13])[CH3:12])=[CH:6][C:7]=1[F:8].[F:23][C:24]1[CH:33]=[CH:32][C:27]([C:28]([O:30][CH3:31])=[O:29])=[C:26](B2OC(C)(C)C(C)(C)O2)[CH:25]=1.P([O-])([O-])([O-])=O.[K+].[K+].[K+], predict the reaction product. The product is: [NH2:22][C:4]1[C:5]([N:9]([CH:14]2[CH2:19][CH2:18][C:17]([F:21])([F:20])[CH2:16][CH2:15]2)[CH2:10][CH:11]([CH3:13])[CH3:12])=[CH:6][C:7]([F:8])=[C:2]([C:26]2[C:27]([C:28]([O:30][CH3:31])=[O:29])=[CH:32][CH:33]=[C:24]([F:23])[CH:25]=2)[CH:3]=1. (2) Given the reactants [NH2:1][C:2]1[CH:7]=[CH:6][CH:5]=[C:4]([CH3:8])[N:3]=1.[Cl:9]N1C(=O)CCC1=O, predict the reaction product. The product is: [NH2:1][C:2]1[CH:7]=[CH:6][C:5]([Cl:9])=[C:4]([CH3:8])[N:3]=1.